This data is from Full USPTO retrosynthesis dataset with 1.9M reactions from patents (1976-2016). The task is: Predict the reactants needed to synthesize the given product. (1) Given the product [N+:14]([C:13]1[CH:12]=[CH:11][C:10]([O:17][P:2]([CH3:4])([CH3:1])=[O:3])=[CH:9][CH:8]=1)([O-:16])=[O:15], predict the reactants needed to synthesize it. The reactants are: [CH3:1][P:2](Cl)([CH3:4])=[O:3].[H-].[Na+].[CH:8]1[C:13]([N+:14]([O-:16])=[O:15])=[CH:12][CH:11]=[C:10]([OH:17])[CH:9]=1. (2) Given the product [CH2:10]([O:17][C:18]1[C:19]([C@:27]2([CH2:51][O:52][CH2:53][C:54]3[CH:59]=[CH:58][CH:57]=[CH:56][CH:55]=3)[C:35]3[C:30](=[CH:31][CH:32]=[CH:33][CH:34]=3)[N:29]([CH:36]([C:43]3[CH:48]=[CH:47][CH:46]=[CH:45][CH:44]=3)[C:37]3[CH:38]=[CH:39][CH:40]=[CH:41][CH:42]=3)[C:28]2=[O:49])=[CH:20][C:21]2[O:25][CH2:24][O:23][C:22]=2[CH:26]=1)[C:11]1[CH:16]=[CH:15][CH:14]=[CH:13][CH:12]=1, predict the reactants needed to synthesize it. The reactants are: [OH-].[K+].C1(C)C=CC=CC=1.[CH2:10]([O:17][C:18]1[C:19]([CH:27]2[C:35]3[C:30](=[CH:31][CH:32]=[CH:33][CH:34]=3)[N:29]([CH:36]([C:43]3[CH:48]=[CH:47][CH:46]=[CH:45][CH:44]=3)[C:37]3[CH:42]=[CH:41][CH:40]=[CH:39][CH:38]=3)[C:28]2=[O:49])=[CH:20][C:21]2[O:25][CH2:24][O:23][C:22]=2[CH:26]=1)[C:11]1[CH:16]=[CH:15][CH:14]=[CH:13][CH:12]=1.Cl[CH2:51][O:52][CH2:53][C:54]1[CH:59]=[CH:58][CH:57]=[CH:56][CH:55]=1.